This data is from Forward reaction prediction with 1.9M reactions from USPTO patents (1976-2016). The task is: Predict the product of the given reaction. (1) The product is: [CH3:32][S:33]([O:1][CH:2]1[CH2:3][N:4]([C:6]2[S:7][CH:8]=[C:9]([C:11](=[O:31])[NH:12][C@@H:13]3[CH2:17][CH2:16][N:15]([C:18]([O:20][CH2:21][C:22]4[CH:27]=[CH:26][C:25]([N+:28]([O-:30])=[O:29])=[CH:24][CH:23]=4)=[O:19])[CH2:14]3)[N:10]=2)[CH2:5]1)(=[O:35])=[O:34]. Given the reactants [OH:1][CH:2]1[CH2:5][N:4]([C:6]2[S:7][CH:8]=[C:9]([C:11](=[O:31])[NH:12][C@@H:13]3[CH2:17][CH2:16][N:15]([C:18]([O:20][CH2:21][C:22]4[CH:27]=[CH:26][C:25]([N+:28]([O-:30])=[O:29])=[CH:24][CH:23]=4)=[O:19])[CH2:14]3)[N:10]=2)[CH2:3]1.[CH3:32][S:33](Cl)(=[O:35])=[O:34].C(N(CC)CC)C, predict the reaction product. (2) Given the reactants [Cl:1][C:2]1[CH:3]=[CH:4][C:5]([O:26]CC2C=CC=CC=2)=[C:6]([C:8]2[CH2:12][CH2:11][CH2:10][C:9]=2[C:13]2[CH:14]=[C:15]([C:19](NC(C)(C)C)=[O:20])[N:16]=[N:17][CH:18]=2)[CH:7]=1.[CH2:34](O)[CH3:35].S(=O)(=O)(O)[OH:38].O, predict the reaction product. The product is: [Cl:1][C:2]1[CH:3]=[CH:4][C:5]([OH:26])=[C:6]([C:8]2[CH2:12][CH2:11][CH2:10][C:9]=2[C:13]2[CH:14]=[C:15]([C:19]([O:20][CH2:34][CH3:35])=[O:38])[N:16]=[N:17][CH:18]=2)[CH:7]=1.